From a dataset of CYP2C19 inhibition data for predicting drug metabolism from PubChem BioAssay. Regression/Classification. Given a drug SMILES string, predict its absorption, distribution, metabolism, or excretion properties. Task type varies by dataset: regression for continuous measurements (e.g., permeability, clearance, half-life) or binary classification for categorical outcomes (e.g., BBB penetration, CYP inhibition). Dataset: cyp2c19_veith. (1) The compound is Cc1c2oc3c(C)ccc(C(=O)N[C@@H]4C(=O)N[C@@H](C(C)C)C(=O)N5CCC[C@@H]5C(=O)N(C)CC(=O)N(C)[C@@H](C(C)C)C(=O)O[C@H]4C)c3nc-2c(C(=O)N[C@@H]2C(=O)N[C@@H](C(C)C)C(=O)N3CCC[C@@H]3C(=O)N(C)CC(=O)N(C)[C@@H](C(C)C)C(=O)O[C@H]2C)c(N)c1=O. The result is 0 (non-inhibitor). (2) The drug is O=C(CSc1nnnn1-c1ccccc1)NCc1cccs1. The result is 1 (inhibitor).